From a dataset of Catalyst prediction with 721,799 reactions and 888 catalyst types from USPTO. Predict which catalyst facilitates the given reaction. (1) Reactant: Cl[C:2]1[CH:7]=[C:6]([C:8]2[CH:13]=[CH:12][N:11]=[C:10]([NH:14][CH:15]3[CH2:20][CH2:19][O:18][CH2:17][CH2:16]3)[N:9]=2)[CH:5]=[CH:4][N:3]=1.[F:21][C:22]1[CH:23]=[C:24]([CH:26]=[CH:27][CH:28]=1)[NH2:25].C(=O)([O-])[O-].[Cs+].[Cs+]. Product: [F:21][C:22]1[CH:23]=[C:24]([NH:25][C:2]2[CH:7]=[C:6]([C:8]3[CH:13]=[CH:12][N:11]=[C:10]([NH:14][CH:15]4[CH2:20][CH2:19][O:18][CH2:17][CH2:16]4)[N:9]=3)[CH:5]=[CH:4][N:3]=2)[CH:26]=[CH:27][CH:28]=1. The catalyst class is: 164. (2) Reactant: [N:1]([CH2:4][CH2:5][N:6]1[C:14]2[C:9](=[CH:10][C:11]([NH:15][C:16]([C:18]3([C:21]4[CH:29]=[CH:28][C:24]5[O:25][CH2:26][O:27][C:23]=5[CH:22]=4)[CH2:20][CH2:19]3)=[O:17])=[CH:12][CH:13]=2)[CH:8]=[C:7]1[C:30]([CH3:33])([CH3:32])[CH3:31])=[N+]=[N-].CO.[CH3:36][C:37](O)=[O:38]. Product: [C:37]([NH:1][CH2:4][CH2:5][N:6]1[C:14]2[C:9](=[CH:10][C:11]([NH:15][C:16]([C:18]3([C:21]4[CH:29]=[CH:28][C:24]5[O:25][CH2:26][O:27][C:23]=5[CH:22]=4)[CH2:20][CH2:19]3)=[O:17])=[CH:12][CH:13]=2)[CH:8]=[C:7]1[C:30]([CH3:33])([CH3:32])[CH3:31])(=[O:38])[CH3:36]. The catalyst class is: 45. (3) Reactant: Cl[C:2]1[CH:7]=[CH:6][C:5]([Cl:8])=[CH:4][N:3]=1.[OH:9][C:10]1[CH:15]=[CH:14][C:13](B(O)O)=[CH:12][CH:11]=1.C(=O)([O-])[O-].[K+].[K+]. Product: [Cl:8][C:5]1[CH:6]=[CH:7][C:2]([C:13]2[CH:14]=[CH:15][C:10]([OH:9])=[CH:11][CH:12]=2)=[N:3][CH:4]=1. The catalyst class is: 70. (4) Reactant: [NH2:1][CH:2]1[CH2:7][CH2:6][N:5]([CH2:8][CH:9]2[N:19]3[C:20]4[N:11]([C:12](=[O:22])[CH:13]=[CH:14][C:15]=4[N:16]=[CH:17][C:18]3=[O:21])[CH2:10]2)[CH2:4][CH2:3]1.[S:23]1[C:32]2[CH:31]=[C:30]([CH:33]=O)[N:29]=[CH:28][C:27]=2[O:26][CH2:25][CH2:24]1.C(O[BH-](OC(=O)C)OC(=O)C)(=O)C.[Na+]. Product: [S:23]1[C:32]2[CH:31]=[C:30]([CH2:33][NH:1][CH:2]3[CH2:7][CH2:6][N:5]([CH2:8][C@@H:9]4[N:19]5[C:20]6[N:11]([C:12](=[O:22])[CH:13]=[CH:14][C:15]=6[N:16]=[CH:17][C:18]5=[O:21])[CH2:10]4)[CH2:4][CH2:3]3)[N:29]=[CH:28][C:27]=2[O:26][CH2:25][CH2:24]1. The catalyst class is: 147. (5) Reactant: F[P-](F)(F)(F)(F)F.C[N+](C)=C(N(C)C)ON1C2N=CC=CC=2N=N1.Cl.[NH2:26][CH:27]([CH2:33][C:34]1[CH:39]=[CH:38][CH:37]=[C:36]([O:40][C:41]2[CH:46]=[CH:45][CH:44]=[C:43]([C:47]#[N:48])[CH:42]=2)[CH:35]=1)[C:28]([N:30]([CH3:32])[CH3:31])=[O:29].[NH2:49][C:50]1[N:59]=[C:58]([N:60]2[CH2:65][CH2:64][N:63]([CH3:66])[CH2:62][CH2:61]2)[C:57]2[C:52](=[CH:53][C:54]([C:67](O)=[O:68])=[CH:55][CH:56]=2)[N:51]=1.C(N(CC)C(C)C)(C)C. Product: [NH2:49][C:50]1[N:59]=[C:58]([N:60]2[CH2:61][CH2:62][N:63]([CH3:66])[CH2:64][CH2:65]2)[C:57]2[C:52](=[CH:53][C:54]([C:67]([NH:26][CH:27]([CH2:33][C:34]3[CH:39]=[CH:38][CH:37]=[C:36]([O:40][C:41]4[CH:46]=[CH:45][CH:44]=[C:43]([C:47]#[N:48])[CH:42]=4)[CH:35]=3)[C:28]([N:30]([CH3:32])[CH3:31])=[O:29])=[O:68])=[CH:55][CH:56]=2)[N:51]=1. The catalyst class is: 9.